Dataset: Full USPTO retrosynthesis dataset with 1.9M reactions from patents (1976-2016). Task: Predict the reactants needed to synthesize the given product. (1) Given the product [CH2:1]([NH:8][C:9](=[O:25])[C:10]1[C:15]([O:16][CH2:17][C:18]2[CH:23]=[CH:22][CH:21]=[CH:20][CH:19]=2)=[CH:14][CH:13]=[C:12]([C:43]2[C:44]([N:46]([CH3:51])[S:47]([CH3:50])(=[O:49])=[O:48])=[CH:45][C:35]3[O:34][C:33]([C:30]4[CH:31]=[CH:32][C:27]([F:26])=[CH:28][CH:29]=4)=[C:37]([C:38](=[O:39])[NH:40][CH3:41])[C:36]=3[CH:42]=2)[N:11]=1)[C:2]1[CH:7]=[CH:6][CH:5]=[CH:4][CH:3]=1, predict the reactants needed to synthesize it. The reactants are: [CH2:1]([NH:8][C:9](=[O:25])[C:10]1[C:15]([O:16][CH2:17][C:18]2[CH:23]=[CH:22][CH:21]=[CH:20][CH:19]=2)=[CH:14][CH:13]=[C:12](Br)[N:11]=1)[C:2]1[CH:7]=[CH:6][CH:5]=[CH:4][CH:3]=1.[F:26][C:27]1[CH:32]=[CH:31][C:30]([C:33]2[O:34][C:35]3[CH:45]=[C:44]([N:46]([CH3:51])[S:47]([CH3:50])(=[O:49])=[O:48])[C:43](B4OC(C)(C)C(C)(C)O4)=[CH:42][C:36]=3[C:37]=2[C:38]([NH:40][CH3:41])=[O:39])=[CH:29][CH:28]=1.CC(C1C=C(C(C)C)C(C2C=CC=CC=2P(C2CCCCC2)C2CCCCC2)=C(C(C)C)C=1)C. (2) Given the product [C:12]([CH2:13][CH2:14][N:6]1[CH2:7][C@H:3]([OH:2])[CH2:4][C@H:5]1[C:8]([O:10][CH3:11])=[O:9])#[N:15], predict the reactants needed to synthesize it. The reactants are: Cl.[OH:2][C@H:3]1[CH2:7][NH:6][C@H:5]([C:8]([O:10][CH3:11])=[O:9])[CH2:4]1.[C:12](#[N:15])[CH:13]=[CH2:14].[OH-].[K+]. (3) Given the product [CH3:20][O:19][C:17]1[C:16]2[C:7](=[C:8]3[C:13](=[CH:14][C:15]=2[O:21][CH2:22][CH2:23][O:24][CH3:25])[CH:12]=[CH:11][CH:10]=[N:9]3)[N:6]=[C:5]([CH2:3][OH:2])[CH:18]=1, predict the reactants needed to synthesize it. The reactants are: C[O:2][C:3]([C:5]1[CH:18]=[C:17]([O:19][CH3:20])[C:16]2[C:7](=[C:8]3[C:13](=[CH:14][C:15]=2[O:21][CH2:22][CH2:23][O:24][CH3:25])[CH:12]=[CH:11][CH:10]=[N:9]3)[N:6]=1)=O.[BH4-].[Na+].O.